From a dataset of Reaction yield outcomes from USPTO patents with 853,638 reactions. Predict the reaction yield, written as a fraction of the theoretical maximum amount of product (1.0 means a 100% yield; for example, 0.34 means a 34% yield). (1) The reactants are N(C(OC(C)C)=O)=NC(OC(C)C)=O.[CH3:15][NH:16][C:17]1[N:22]=[C:21]([CH2:23][CH2:24][OH:25])[CH:20]=[CH:19][CH:18]=1.O[C:27]1[CH:28]=[C:29]2[C:33](=[CH:34][CH:35]=1)[NH:32][C:31]([CH2:36][CH2:37][C:38]([O:40][CH3:41])=[O:39])=[CH:30]2.C1(P(C2C=CC=CC=2)C2C=CC=CC=2)C=CC=CC=1. The catalyst is O1CCCC1. The product is [CH3:15][NH:16][C:17]1[N:22]=[C:21]([CH2:23][CH2:24][O:25][C:27]2[CH:28]=[C:29]3[C:33](=[CH:34][CH:35]=2)[NH:32][C:31]([CH2:36][CH2:37][C:38]([O:40][CH3:41])=[O:39])=[CH:30]3)[CH:20]=[CH:19][CH:18]=1. The yield is 0.150. (2) The yield is 0.720. The catalyst is ClCCl. The reactants are [CH3:1]I.[N:3]1[CH:8]=[CH:7][CH:6]=[C:5]([C:9]2[CH:16]=[CH:15][C:12]([CH:13]=[O:14])=[CH:11][CH:10]=2)[CH:4]=1.[BH4-].[Na+]. The product is [OH:14][CH2:13][C:12]1[CH:15]=[CH:16][C:9]([C:5]2[CH2:4][N:3]([CH3:1])[CH2:8][CH2:7][CH:6]=2)=[CH:10][CH:11]=1. (3) The reactants are [OH:1][CH:2]1[CH2:7][CH2:6][CH2:5][CH:4]([NH2:8])[CH2:3]1.C(=O)([O-])[O-].[K+].[K+].C(OCC)(=O)C.Cl[C:22]([O:24][CH2:25][C:26]1[CH:31]=[CH:30][CH:29]=[CH:28][CH:27]=1)=[O:23]. The catalyst is O. The product is [CH2:25]([O:24][C:22](=[O:23])[NH:8][CH:4]1[CH2:5][CH2:6][CH2:7][CH:2]([OH:1])[CH2:3]1)[C:26]1[CH:31]=[CH:30][CH:29]=[CH:28][CH:27]=1. The yield is 0.880. (4) The reactants are [Cl:1][C:2]1[CH:7]=[CH:6][C:5]([CH:8]([CH3:12])C(O)=O)=[CH:4][CH:3]=1.C1C[O:16][CH2:15]C1. The catalyst is Cl. The product is [Cl:1][C:2]1[CH:3]=[CH:4][C:5]([CH2:8][CH2:12][CH2:15][OH:16])=[CH:6][CH:7]=1. The yield is 0.960. (5) The reactants are O[O:2][S:3]([O-:5])=O.[K+].[C:7]([O-])(O)=O.[Na+].O.[F:13][C:14]1[C:19]([O:20][CH3:21])=[CH:18][CH:17]=[CH:16][C:15]=1[C:22]1[C:23](=[O:50])[N:24]([CH2:40][C@@H:41]([C:44]2[CH:49]=[CH:48][CH:47]=[CH:46][CH:45]=2)[CH2:42][OH:43])[C:25](=[O:39])[N:26]([CH2:29][C:30]2[C:35](SC)=[CH:34][CH:33]=[CH:32][C:31]=2[F:38])[C:27]=1[CH3:28]. The catalyst is O.CC(C)=O. The product is [F:13][C:14]1[C:19]([O:20][CH3:21])=[CH:18][CH:17]=[CH:16][C:15]=1[C:22]1[C:23](=[O:50])[N:24]([CH2:40][C@@H:41]([C:44]2[CH:45]=[CH:46][CH:47]=[CH:48][CH:49]=2)[CH2:42][OH:43])[C:25](=[O:39])[N:26]([CH2:29][C:30]2[C:35]([S:3]([CH3:7])(=[O:5])=[O:2])=[CH:34][CH:33]=[CH:32][C:31]=2[F:38])[C:27]=1[CH3:28]. The yield is 0.920. (6) The reactants are [O:1]1[CH2:6][CH2:5][CH:4]([C:7]2[C:8]([O:13][CH:14]3[CH2:17][CH:16]([C:18](O)=O)[CH2:15]3)=[N:9][CH:10]=[CH:11][CH:12]=2)[CH2:3][CH2:2]1.C(Cl)(=O)C(Cl)=O.[NH2:27][C:28]1[CH:33]=[CH:32][CH:31]=[CH:30][C:29]=1[SH:34].C([O-])(O)=O.[Na+]. The catalyst is C(Cl)Cl.CN(C=O)C.CCOC(C)=O. The product is [O:1]1[CH2:2][CH2:3][CH:4]([C:7]2[C:8]([O:13][C@H:14]3[CH2:15][C@H:16]([C:18]4[S:34][C:29]5[CH:30]=[CH:31][CH:32]=[CH:33][C:28]=5[N:27]=4)[CH2:17]3)=[N:9][CH:10]=[CH:11][CH:12]=2)[CH2:5][CH2:6]1.[O:1]1[CH2:2][CH2:3][CH:4]([C:7]2[C:8]([O:13][C@@H:14]3[CH2:15][C@H:16]([C:18]4[S:34][C:29]5[CH:30]=[CH:31][CH:32]=[CH:33][C:28]=5[N:27]=4)[CH2:17]3)=[N:9][CH:10]=[CH:11][CH:12]=2)[CH2:5][CH2:6]1. The yield is 0.0600. (7) The reactants are Cl[CH2:2][C:3]([NH:5][C@H:6]([CH:25]([CH3:27])[CH3:26])[C:7]([N:9]1[CH2:14][CH2:13][C@@:12]([C:16]2[CH:21]=[CH:20][C:19]([Cl:22])=[CH:18][CH:17]=2)([OH:15])[C:11]([CH3:24])([CH3:23])[CH2:10]1)=[O:8])=[O:4].C(=O)([O-])[O-].[K+].[K+].[OH:34][C:35]1[CH:44]=[CH:43][CH:42]=[CH:41][C:36]=1[C:37]([O:39][CH3:40])=[O:38].CS(C)=O. The catalyst is CCOC(C)=O. The product is [Cl:22][C:19]1[CH:20]=[CH:21][C:16]([C@@:12]2([OH:15])[CH2:13][CH2:14][N:9]([C:7](=[O:8])[C@H:6]([NH:5][C:3](=[O:4])[CH2:2][O:34][C:35]3[CH:44]=[CH:43][CH:42]=[CH:41][C:36]=3[C:37]([O:39][CH3:40])=[O:38])[CH:25]([CH3:27])[CH3:26])[CH2:10][C:11]2([CH3:23])[CH3:24])=[CH:17][CH:18]=1. The yield is 0.400. (8) The catalyst is O1CCOCC1. The product is [F:33][CH:31]([F:32])[C:29]1[CH:28]=[C:27]([NH:34][C:35]2[N:40]=[C:39]([C:41]([F:44])([F:43])[F:42])[CH:38]=[CH:37][N:36]=2)[CH:26]=[C:25]([B:10]2[O:11][C:12]([CH3:17])([CH3:18])[C:13]([CH3:15])([CH3:16])[O:14]2)[CH:30]=1. The reactants are [B:10]1([B:10]2[O:14][C:13]([CH3:16])([CH3:15])[C:12]([CH3:18])([CH3:17])[O:11]2)[O:14][C:13]([CH3:16])([CH3:15])[C:12]([CH3:18])([CH3:17])[O:11]1.C([O-])(=O)C.[K+].Br[C:25]1[CH:26]=[C:27]([NH:34][C:35]2[N:40]=[C:39]([C:41]([F:44])([F:43])[F:42])[CH:38]=[CH:37][N:36]=2)[CH:28]=[C:29]([CH:31]([F:33])[F:32])[CH:30]=1. The yield is 0.820. (9) The reactants are C[O:2][C:3](=O)[C:4]1[CH:9]=[CH:8][C:7]([N:10]2[C:17](=[S:18])[N:16]([C:19]3[CH:24]=[CH:23][C:22]([C:25]#[N:26])=[C:21]([C:27]([F:30])([F:29])[F:28])[CH:20]=3)[C:15](=[O:31])[C:11]32[CH2:14][CH2:13][CH2:12]3)=[CH:6][CH:5]=1.[CH3:33][NH2:34]. No catalyst specified. The product is [CH3:33][NH:34][C:3](=[O:2])[C:4]1[CH:9]=[CH:8][C:7]([N:10]2[C:17](=[S:18])[N:16]([C:19]3[CH:24]=[CH:23][C:22]([C:25]#[N:26])=[C:21]([C:27]([F:29])([F:30])[F:28])[CH:20]=3)[C:15](=[O:31])[C:11]32[CH2:12][CH2:13][CH2:14]3)=[CH:6][CH:5]=1. The yield is 0.840. (10) The reactants are F[C:2]1[CH:7]=[CH:6][C:5]([N+:8]([O-:10])=[O:9])=[CH:4][CH:3]=1.C(N(CC)CC)C.[NH:18]1[CH2:23][CH2:22][O:21][CH2:20][CH2:19]1. The yield is 0.980. The product is [N+:8]([C:5]1[CH:6]=[CH:7][C:2]([N:18]2[CH2:23][CH2:22][O:21][CH2:20][CH2:19]2)=[CH:3][CH:4]=1)([O-:10])=[O:9]. The catalyst is CC(O)C.